Dataset: Peptide-MHC class I binding affinity with 185,985 pairs from IEDB/IMGT. Task: Regression. Given a peptide amino acid sequence and an MHC pseudo amino acid sequence, predict their binding affinity value. This is MHC class I binding data. (1) The peptide sequence is MTPAERLIN. The MHC is Mamu-A01 with pseudo-sequence Mamu-A01. The binding affinity (normalized) is 0.592. (2) The peptide sequence is YQRALHTSI. The MHC is HLA-A30:01 with pseudo-sequence HLA-A30:01. The binding affinity (normalized) is 0.351. (3) The peptide sequence is ILYMLSWGK. The MHC is HLA-A69:01 with pseudo-sequence HLA-A69:01. The binding affinity (normalized) is 0.0847. (4) The binding affinity (normalized) is 0.111. The peptide sequence is HLHQQLSNT. The MHC is HLA-A02:01 with pseudo-sequence HLA-A02:01. (5) The peptide sequence is EACYIYKSGK. The MHC is HLA-A11:01 with pseudo-sequence HLA-A11:01. The binding affinity (normalized) is 0.361. (6) The binding affinity (normalized) is 0. The peptide sequence is GFHGCIHEVR. The MHC is H-2-Kd with pseudo-sequence H-2-Kd. (7) The peptide sequence is VTSPLTVEW. The MHC is HLA-B57:01 with pseudo-sequence HLA-B57:01. The binding affinity (normalized) is 0.831. (8) The MHC is HLA-A68:01 with pseudo-sequence HLA-A68:01. The binding affinity (normalized) is 0.365. The peptide sequence is AQYKCVTIKY.